From a dataset of Full USPTO retrosynthesis dataset with 1.9M reactions from patents (1976-2016). Predict the reactants needed to synthesize the given product. (1) Given the product [F:1][C:2]1[CH:7]=[CH:6][C:5]([NH:8][C:9]2[C:10]3[C:17]([CH3:18])=[C:16]([C:19]([NH2:30])=[O:20])[S:15][C:11]=3[N:12]=[CH:13][N:14]=2)=[C:4]([O:22][C@@H:23]2[CH2:28][CH2:27][CH2:26][CH2:25][C@@H:24]2[OH:29])[CH:3]=1, predict the reactants needed to synthesize it. The reactants are: [F:1][C:2]1[CH:7]=[CH:6][C:5]([NH:8][C:9]2[C:10]3[C:17]([CH3:18])=[C:16]([C:19](O)=[O:20])[S:15][C:11]=3[N:12]=[CH:13][N:14]=2)=[C:4]([O:22][C@@H:23]2[CH2:28][CH2:27][CH2:26][CH2:25][C@@H:24]2[OH:29])[CH:3]=1.[NH3:30]. (2) Given the product [NH2:8][C@H:9]([CH2:13][CH:14]([CH3:15])[CH3:16])[C:10]([NH:20][C:19]1[CH:21]=[C:22]([F:30])[C:23]([C:25]2[O:29][CH:28]=[N:27][CH:26]=2)=[CH:24][C:18]=1[F:17])=[O:12], predict the reactants needed to synthesize it. The reactants are: C(OC([NH:8][C@H:9]([CH2:13][CH:14]([CH3:16])[CH3:15])[C:10]([OH:12])=O)=O)(C)(C)C.[F:17][C:18]1[CH:24]=[C:23]([C:25]2[O:29][CH:28]=[N:27][CH:26]=2)[C:22]([F:30])=[CH:21][C:19]=1[NH2:20]. (3) Given the product [F:48][C:47]([F:50])([F:49])[C:45]([OH:51])=[O:46].[C:9]([O:8][CH2:7][CH:6]([C:12]1[CH:17]=[CH:16][C:15]([NH:18][C:19]([C:21]2[NH:22][CH:23]=[C:24]([C:26]#[N:27])[N:25]=2)=[O:20])=[C:14]([C:36]2[CH2:41][CH2:40][CH2:39][CH2:38][CH:37]=2)[CH:13]=1)[CH2:5][O:4][C:1](=[O:3])[CH3:2])(=[O:11])[CH3:10], predict the reactants needed to synthesize it. The reactants are: [C:1]([O:4][CH2:5][CH:6]([C:12]1[CH:17]=[CH:16][C:15]([NH:18][C:19]([C:21]2[N:22](COCC[Si](C)(C)C)[CH:23]=[C:24]([C:26]#[N:27])[N:25]=2)=[O:20])=[C:14]([C:36]2[CH2:41][CH2:40][CH2:39][CH2:38][CH:37]=2)[CH:13]=1)[CH2:7][O:8][C:9](=[O:11])[CH3:10])(=[O:3])[CH3:2].C(O)C.[C:45]([OH:51])([C:47]([F:50])([F:49])[F:48])=[O:46].CCOCC.CCCCCC. (4) The reactants are: [N+:1]([C:4]1[CH:9]=[CH:8][C:7]([C:10]2[C:14](Br)=[CH:13][N:12]([CH2:16][CH2:17][OH:18])[N:11]=2)=[CH:6][CH:5]=1)([O-:3])=[O:2].[B:19]1([B:19]2[O:23][C:22]([CH3:25])([CH3:24])[C:21]([CH3:27])([CH3:26])[O:20]2)[O:23][C:22]([CH3:25])([CH3:24])[C:21]([CH3:27])([CH3:26])[O:20]1.C([O-])(=O)C.[K+]. Given the product [N+:1]([C:4]1[CH:9]=[CH:8][C:7]([C:10]2[C:14]([B:19]3[O:23][C:22]([CH3:25])([CH3:24])[C:21]([CH3:27])([CH3:26])[O:20]3)=[CH:13][N:12]([CH2:16][CH2:17][OH:18])[N:11]=2)=[CH:6][CH:5]=1)([O-:3])=[O:2], predict the reactants needed to synthesize it. (5) Given the product [Cl:1][C:2]1[CH:7]=[C:6]([Cl:8])[C:5]([O:9][CH3:10])=[CH:4][C:3]=1[NH:11][C:12]1[C:17]([C:18]#[N:19])=[CH:16][N:15]=[C:14]2[S:20][C:21]([C:29]3[CH:30]=[CH:31][C:26]([CH:24]=[O:25])=[CH:27][CH:28]=3)=[CH:22][C:13]=12, predict the reactants needed to synthesize it. The reactants are: [Cl:1][C:2]1[CH:7]=[C:6]([Cl:8])[C:5]([O:9][CH3:10])=[CH:4][C:3]=1[NH:11][C:12]1[C:17]([C:18]#[N:19])=[CH:16][N:15]=[C:14]2[S:20][C:21](I)=[CH:22][C:13]=12.[CH:24]([C:26]1[CH:31]=[CH:30][C:29](B(O)O)=[CH:28][CH:27]=1)=[O:25].C(=O)([O-])[O-].[Na+].[Na+]. (6) Given the product [CH3:23][O:24][C:25]1[CH:30]=[CH:29][C:28]([C:31]2[CH:36]=[CH:35][N:34]([C:15]3[CH:16]=[CH:17][C:18]4[C:10]5[CH2:9][N:8]([C:6]([O:5][C:1]([CH3:4])([CH3:3])[CH3:2])=[O:7])[CH2:22][CH2:21][C:11]=5[N:12]([CH3:20])[C:13]=4[CH:14]=3)[C:33](=[O:37])[CH:32]=2)=[C:27]([CH3:38])[CH:26]=1, predict the reactants needed to synthesize it. The reactants are: [C:1]([O:5][C:6]([N:8]1[CH2:22][CH2:21][C:11]2[N:12]([CH3:20])[C:13]3[CH:14]=[C:15](Br)[CH:16]=[CH:17][C:18]=3[C:10]=2[CH2:9]1)=[O:7])([CH3:4])([CH3:3])[CH3:2].[CH3:23][O:24][C:25]1[CH:30]=[CH:29][C:28]([C:31]2[CH:36]=[CH:35][NH:34][C:33](=[O:37])[CH:32]=2)=[C:27]([CH3:38])[CH:26]=1.C([O-])([O-])=O.[Cs+].[Cs+].OC1C=CC=C2C=1N=CC=C2. (7) Given the product [NH2:30][C:28]1[N:29]=[C:24]([N:23]([CH:16]([C:17]2[CH:18]=[N:19][CH:20]=[CH:21][CH:22]=2)[C:13]2[CH:14]=[CH:15][C:10]([C:8]#[N:9])=[CH:11][CH:12]=2)[C:38]2[CH:39]=[N:40][CH:41]=[CH:42][CH:43]=2)[CH:25]=[CH:26][CH:27]=1, predict the reactants needed to synthesize it. The reactants are: FC(F)(F)C(O)=O.[C:8]([C:10]1[CH:15]=[CH:14][C:13]([CH:16]([N:23]([C:38]2[CH:39]=[N:40][CH:41]=[CH:42][CH:43]=2)[C:24]2[N:29]=[C:28]([NH:30]C(=O)OC(C)(C)C)[CH:27]=[CH:26][CH:25]=2)[C:17]2[CH:18]=[N:19][CH:20]=[CH:21][CH:22]=2)=[CH:12][CH:11]=1)#[N:9]. (8) Given the product [NH2:13][C@@H:10]1[CH2:11][CH2:12][N:8]([C:5]2[CH:6]=[CH:7][C:2]([Cl:1])=[CH:3][CH:4]=2)[C:9]1=[O:24], predict the reactants needed to synthesize it. The reactants are: [Cl:1][C:2]1[CH:7]=[CH:6][C:5]([N:8]2[CH2:12][CH2:11][C@@H:10]([NH:13]C(OCC3C=CC=CC=3)=O)[C:9]2=[O:24])=[CH:4][CH:3]=1. (9) Given the product [OH:1][C:2]1[CH:10]=[CH:9][C:5]([C:6]([O:8][CH2:23][CH2:22][CH2:21][CH2:20][CH2:19][CH2:18][CH2:17][CH2:16][CH2:15][CH2:14][CH2:13][CH2:12][Br:11])=[O:7])=[CH:4][CH:3]=1, predict the reactants needed to synthesize it. The reactants are: [OH:1][C:2]1[CH:10]=[CH:9][C:5]([C:6]([OH:8])=[O:7])=[CH:4][CH:3]=1.[Br:11][CH2:12][CH2:13][CH2:14][CH2:15][CH2:16][CH2:17][CH2:18][CH2:19][CH2:20][CH2:21][CH2:22][CH2:23]Br.C(OCC)(=O)C.